This data is from Oral bioavailability binary classification data from Ma et al.. The task is: Regression/Classification. Given a drug SMILES string, predict its absorption, distribution, metabolism, or excretion properties. Task type varies by dataset: regression for continuous measurements (e.g., permeability, clearance, half-life) or binary classification for categorical outcomes (e.g., BBB penetration, CYP inhibition). Dataset: bioavailability_ma. (1) The molecule is O=c1ccn([C@@H]2O[C@H](CO)[C@@H](O)[C@H]2O)c(=O)[nH]1. The result is 0 (low bioavailability). (2) The compound is CCC(=O)N(c1ccccc1)C1(COC)CCN(CCn2nnn(CC)c2=O)CC1. The result is 0 (low bioavailability). (3) The molecule is C[C@@H](O)[C@H]1C(=O)N2C(C(=O)O)=C(SCC/N=C/N)C[C@H]12. The result is 0 (low bioavailability).